From a dataset of hERG potassium channel inhibition data for cardiac toxicity prediction from Karim et al.. Regression/Classification. Given a drug SMILES string, predict its toxicity properties. Task type varies by dataset: regression for continuous values (e.g., LD50, hERG inhibition percentage) or binary classification for toxic/non-toxic outcomes (e.g., AMES mutagenicity, cardiotoxicity, hepatotoxicity). Dataset: herg_karim. (1) The molecule is N#Cc1cc(N2CCN(CCN3CCC(C(F)(F)F)CC3)C2=O)ccc1F. The result is 1 (blocker). (2) The molecule is COc1cc(N)c(Cl)cc1C(=O)N[C@@H]1CCN(CCCCCC(=O)O[C@H]2CN3CCC2CC3)C[C@@H]1OC. The result is 0 (non-blocker).